Dataset: Full USPTO retrosynthesis dataset with 1.9M reactions from patents (1976-2016). Task: Predict the reactants needed to synthesize the given product. Given the product [Cl:36][C:37]1[CH:38]=[C:39]([CH:42]=[CH:43][C:44]=1[Cl:45])[CH:40]=[N:1][C:2]1[CH:3]=[CH:4][C:5]([O:8][C:9]2[CH:10]=[CH:11][C:12]([CH2:15][NH:16][CH2:17][C:18]([N:20]3[CH2:25][CH2:24][N:23]([CH2:26][C:27]4[CH:35]=[CH:34][C:33]5[O:32][CH2:31][O:30][C:29]=5[CH:28]=4)[CH2:22][CH2:21]3)=[O:19])=[CH:13][CH:14]=2)=[N:6][CH:7]=1, predict the reactants needed to synthesize it. The reactants are: [NH2:1][C:2]1[CH:3]=[CH:4][C:5]([O:8][C:9]2[CH:14]=[CH:13][C:12]([CH2:15][NH:16][CH2:17][C:18]([N:20]3[CH2:25][CH2:24][N:23]([CH2:26][C:27]4[CH:35]=[CH:34][C:33]5[O:32][CH2:31][O:30][C:29]=5[CH:28]=4)[CH2:22][CH2:21]3)=[O:19])=[CH:11][CH:10]=2)=[N:6][CH:7]=1.[Cl:36][C:37]1[CH:38]=[C:39]([CH:42]=[CH:43][C:44]=1[Cl:45])[CH:40]=O.